Dataset: Reaction yield outcomes from USPTO patents with 853,638 reactions. Task: Predict the reaction yield, written as a fraction of the theoretical maximum amount of product (1.0 means a 100% yield; for example, 0.34 means a 34% yield). (1) The reactants are [O:1]1[C:6]2[CH:7]=[CH:8][C:9]([CH2:11][NH:12][C:13]3[CH:14]=[C:15]([CH:18]=[CH:19][C:20]=3F)[C:16]#[N:17])=[CH:10][C:5]=2OC[CH2:2]1.NC1C=C(C=CC=1)C#N.C(=O)C1C=CC(OC)=CC=1. No catalyst specified. The product is [CH3:2][O:1][C:6]1[CH:7]=[CH:8][C:9]([CH2:11][NH:12][C:13]2[CH:14]=[C:15]([CH:18]=[CH:19][CH:20]=2)[C:16]#[N:17])=[CH:10][CH:5]=1. The yield is 1.00. (2) The reactants are [C:1]([Si:5](Cl)([C:12]1[CH:17]=[CH:16][CH:15]=[CH:14][CH:13]=1)[C:6]1[CH:11]=[CH:10][CH:9]=[CH:8][CH:7]=1)([CH3:4])([CH3:3])[CH3:2].[CH2:19]([C:21]1[CH:28]=[CH:27][C:24]([CH:25]=[O:26])=[CH:23][C:22]=1[OH:29])[CH3:20].C(N(CC)CC)C.[Cl-].[NH4+]. The catalyst is CN(C)C1C=CN=CC=1.ClCCl. The product is [Si:5]([O:29][C:22]1[CH:23]=[C:24]([CH:27]=[CH:28][C:21]=1[CH2:19][CH3:20])[CH:25]=[O:26])([C:1]([CH3:4])([CH3:3])[CH3:2])([C:12]1[CH:17]=[CH:16][CH:15]=[CH:14][CH:13]=1)[C:6]1[CH:11]=[CH:10][CH:9]=[CH:8][CH:7]=1. The yield is 0.980. (3) The reactants are [CH3:1][O:2][C:3]1[CH:8]=[C:7]([O:9][CH3:10])[N:6]=[C:5]([C:11]2[C:19]3[C:14](=[CH:15][CH:16]=[CH:17][CH:18]=3)[NH:13]C=2C)[N:4]=1.C(OCC)(=[O:23])C.O=[O+][O-]. The catalyst is O. The product is [CH3:1][O:2][C:3]1[CH:8]=[C:7]([O:9][CH3:10])[N:6]=[C:5]([C:11]([C:19]2[CH:18]=[CH:17][CH:16]=[CH:15][C:14]=2[NH2:13])=[O:23])[N:4]=1. The yield is 0.460. (4) The reactants are [F:1][C:2]([F:16])([F:15])[CH2:3][O:4][C:5]1[N:10]=[C:9]([C:11](OC)=[O:12])[CH:8]=[CH:7][CH:6]=1.[H-].[Al+3].[Li+].[H-].[H-].[H-]. The catalyst is O1CCCC1. The product is [F:16][C:2]([F:1])([F:15])[CH2:3][O:4][C:5]1[N:10]=[C:9]([CH2:11][OH:12])[CH:8]=[CH:7][CH:6]=1. The yield is 0.920.